Dataset: Full USPTO retrosynthesis dataset with 1.9M reactions from patents (1976-2016). Task: Predict the reactants needed to synthesize the given product. (1) The reactants are: [NH2:1][C:2](=O)[C@H:3]([NH:7][C:8]1[N:9]=[N:10][C:11]([C:25]([NH2:27])=[O:26])=[C:12]([NH:14][C:15]2[CH:23]=[CH:22][CH:21]=[C:20]3[C:16]=2[CH:17]=[CH:18][N:19]3[CH3:24])[N:13]=1)C(C)C.[NH:29]1[CH:33]=[CH:32]C(CN)=N1.N[C@H](C(C)C)C(N)=O. Given the product [NH:29]1[CH:33]=[CH:32][C:2]([CH2:3][NH:7][C:8]2[N:9]=[N:10][C:11]([C:25]([NH2:27])=[O:26])=[C:12]([NH:14][C:15]3[CH:23]=[CH:22][CH:21]=[C:20]4[C:16]=3[CH:17]=[CH:18][N:19]4[CH3:24])[N:13]=2)=[N:1]1, predict the reactants needed to synthesize it. (2) Given the product [I:1][C:2]1[CH:3]=[CH:4][C:5]([O:10][CH3:11])=[C:6]([CH:7]2[O:14][CH2:13][CH2:12][O:8]2)[CH:9]=1, predict the reactants needed to synthesize it. The reactants are: [I:1][C:2]1[CH:3]=[CH:4][C:5]([O:10][CH3:11])=[C:6]([CH:9]=1)[CH:7]=[O:8].[CH2:12](O)[CH2:13][OH:14].C1(C)C=CC(S(O)(=O)=O)=CC=1. (3) Given the product [CH3:15][C:16]1[CH:21]=[CH:20][C:19]([N+:22]([O-:24])=[O:23])=[CH:18][C:17]=1[S:25]([N:1]1[CH:5]=[CH:4][C:3]([C:6]2[CH:7]=[N:8][N:9]3[CH:14]=[CH:13][CH:12]=[CH:11][C:10]=23)=[N:2]1)(=[O:27])=[O:26], predict the reactants needed to synthesize it. The reactants are: [NH:1]1[CH:5]=[CH:4][C:3]([C:6]2[CH:7]=[N:8][N:9]3[CH:14]=[CH:13][CH:12]=[CH:11][C:10]=23)=[N:2]1.[CH3:15][C:16]1[CH:21]=[CH:20][C:19]([N+:22]([O-:24])=[O:23])=[CH:18][C:17]=1[S:25](Cl)(=[O:27])=[O:26].CCN(CC)CC. (4) Given the product [F:12][C:13]([F:24])([F:23])[C:14]1[CH:19]=[CH:18][C:17]([C:2]2[CH:11]=[CH:10][C:5]([C:6]([O:8][CH3:9])=[O:7])=[CH:4][N:3]=2)=[CH:16][CH:15]=1, predict the reactants needed to synthesize it. The reactants are: Cl[C:2]1[CH:11]=[CH:10][C:5]([C:6]([O:8][CH3:9])=[O:7])=[CH:4][N:3]=1.[F:12][C:13]([F:24])([F:23])[C:14]1[CH:19]=[CH:18][C:17](B(O)O)=[CH:16][CH:15]=1. (5) Given the product [NH2:1][C:2]1[C:19]([N+:20]([O-:22])=[O:21])=[CH:18][C:5]([C:6]([NH:8][C:9]2[CH:17]=[C:16]3[C:12]([CH:13]=[N:14][NH:15]3)=[CH:11][CH:10]=2)=[O:7])=[C:4]([N:24]2[CH:28]=[CH:27][N:26]=[CH:25]2)[CH:3]=1, predict the reactants needed to synthesize it. The reactants are: [NH2:1][C:2]1[C:19]([N+:20]([O-:22])=[O:21])=[CH:18][C:5]([C:6]([NH:8][C:9]2[CH:17]=[C:16]3[C:12]([CH:13]=[N:14][NH:15]3)=[CH:11][CH:10]=2)=[O:7])=[C:4](Cl)[CH:3]=1.[NH:24]1[CH:28]=[CH:27][N:26]=[CH:25]1. (6) Given the product [C:33]([C:37]1[CH:38]=[C:39]([CH3:55])[CH:40]([C:42]([C:11]2[C:10]3[CH2:9][C:8]4[C:16](=[CH:17][C:5]([C:1]([CH3:4])([CH3:3])[CH3:2])=[CH:6][CH:7]=4)[C:15]=3[CH:14]=[C:13]([C:18]([CH3:21])([CH3:20])[CH3:19])[CH:12]=2)([C:43]2[CH:44]=[CH:45][CH:46]=[CH:47][CH:48]=2)[C:49]2[CH:50]=[CH:51][CH:52]=[CH:53][CH:54]=2)[CH:41]=1)([CH3:34])([CH3:35])[CH3:36], predict the reactants needed to synthesize it. The reactants are: [C:1]([C:5]1[CH:6]=[CH:7][C:8]2[CH2:9][C:10]3[C:15]([C:16]=2[CH:17]=1)=[CH:14][C:13]([C:18]([CH3:21])([CH3:20])[CH3:19])=[CH:12][CH:11]=3)([CH3:4])([CH3:3])[CH3:2].C([Li])CCC.CCCCCC.[C:33]([C:37]1[CH:38]=[C:39]([CH3:55])[C:40](=[C:42]([C:49]2[CH:54]=[CH:53][CH:52]=[CH:51][CH:50]=2)[C:43]2[CH:48]=[CH:47][CH:46]=[CH:45][CH:44]=2)[CH:41]=1)([CH3:36])([CH3:35])[CH3:34].O. (7) Given the product [CH3:30][C:27]1[CH:28]=[CH:29][C:24]([CH2:23][C:32]([O:34][CH2:35][CH3:36])=[O:33])=[N:25][CH:26]=1, predict the reactants needed to synthesize it. The reactants are: C([Li])CCC.C(N(CC)C(C)C)(C)C.CN(CCN(C)C)C.[CH3:23][C:24]1[CH:29]=[CH:28][C:27]([CH3:30])=[CH:26][N:25]=1.Cl[C:32]([O:34][CH2:35][CH3:36])=[O:33].[Cl-].[NH4+].[Cl-].[Na+]. (8) The reactants are: [C:1]([C:5]1[N:6]=[C:7]([N:22]2[CH2:27][CH2:26]OCC2)[C:8]2[N:13]=[N:12][N:11]([CH2:14][C:15]3[CH:20]=[CH:19][CH:18]=[CH:17][C:16]=3[Cl:21])[C:9]=2[N:10]=1)([CH3:4])([CH3:3])[CH3:2].C(C1N=C(Cl)C2N=NN(CC3C=CC=CC=3Cl)C=2N=1)(C)(C)C.[O:50]1[CH2:55][CH2:54]CCN1. Given the product [C:1]([C:5]1[N:6]=[C:7]([N:22]2[CH2:27][CH2:26][CH2:54][CH2:55][O:50]2)[C:8]2[N:13]=[N:12][N:11]([CH2:14][C:15]3[CH:20]=[CH:19][CH:18]=[CH:17][C:16]=3[Cl:21])[C:9]=2[N:10]=1)([CH3:2])([CH3:3])[CH3:4], predict the reactants needed to synthesize it. (9) Given the product [C:13]1([CH2:19][N:20]2[CH2:21][CH2:22][N:23]([C:26]3[CH:27]=[C:28]([NH:32][C:9](=[O:10])[O:11][CH3:12])[CH:29]=[CH:30][CH:31]=3)[CH2:24][CH2:25]2)[CH:18]=[CH:17][CH:16]=[CH:15][CH:14]=1, predict the reactants needed to synthesize it. The reactants are: C(N(CC)CC)C.Cl[C:9]([O:11][CH3:12])=[O:10].[C:13]1([CH2:19][N:20]2[CH2:25][CH2:24][N:23]([C:26]3[CH:27]=[C:28]([NH2:32])[CH:29]=[CH:30][CH:31]=3)[CH2:22][CH2:21]2)[CH:18]=[CH:17][CH:16]=[CH:15][CH:14]=1.O. (10) The reactants are: Br[CH2:2][C@@H:3]([CH3:6])[CH2:4][OH:5].[OH-].[Na+].[CH3:9][O:10][C:11]1[CH:16]=[CH:15][CH:14]=[CH:13][C:12]=1[SH:17]. Given the product [CH3:6][C@H:3]([CH2:2][S:17][C:12]1[CH:13]=[CH:14][CH:15]=[CH:16][C:11]=1[O:10][CH3:9])[CH2:4][OH:5], predict the reactants needed to synthesize it.